From a dataset of NCI-60 drug combinations with 297,098 pairs across 59 cell lines. Regression. Given two drug SMILES strings and cell line genomic features, predict the synergy score measuring deviation from expected non-interaction effect. Drug 1: C1=CC(=CC=C1CCC2=CNC3=C2C(=O)NC(=N3)N)C(=O)NC(CCC(=O)O)C(=O)O. Drug 2: C1=CC(=CC=C1C#N)C(C2=CC=C(C=C2)C#N)N3C=NC=N3. Cell line: HCC-2998. Synergy scores: CSS=28.2, Synergy_ZIP=0.238, Synergy_Bliss=-2.11, Synergy_Loewe=-11.6, Synergy_HSA=-1.50.